Dataset: Full USPTO retrosynthesis dataset with 1.9M reactions from patents (1976-2016). Task: Predict the reactants needed to synthesize the given product. Given the product [Br:19][C:16]1[C:17]([Cl:18])=[C:10]([NH:9][C:21](=[O:20])[O:23][C:24]([CH3:27])([CH3:26])[CH3:25])[CH:11]=[C:12]([C:13]#[N:14])[CH:15]=1, predict the reactants needed to synthesize it. The reactants are: N1C=CN=C1C(O)=O.[NH2:9][C:10]1[CH:11]=[C:12]([CH:15]=[C:16]([Br:19])[C:17]=1[Cl:18])[C:13]#[N:14].[O:20](C(OC(C)(C)C)=O)[C:21]([O:23][C:24]([CH3:27])([CH3:26])[CH3:25])=O.